From a dataset of Catalyst prediction with 721,799 reactions and 888 catalyst types from USPTO. Predict which catalyst facilitates the given reaction. (1) Reactant: [CH2:1]([O:5][CH2:6][CH2:7][O:8][C:9]1[CH:14]=[CH:13][C:12]([C:15]2[CH:16]=[CH:17][C:18]3[N:24](C(=O)C(F)(F)F)[CH2:23][CH2:22][C:21]([C:31]([NH:33][C:34]4[CH:39]=[CH:38][C:37]([CH:40]([OH:48])[C:41]5[CH:46]=[CH:45][CH:44]=[CH:43][N+:42]=5[O-:47])=[C:36]([O:49][CH2:50][C:51]([F:54])([F:53])[F:52])[CH:35]=4)=[O:32])=[CH:20][C:19]=3[CH:55]=2)=[CH:11][CH:10]=1)[CH2:2][CH2:3][CH3:4].[BH4-].[Na+]. Product: [CH2:1]([O:5][CH2:6][CH2:7][O:8][C:9]1[CH:14]=[CH:13][C:12]([C:15]2[CH:16]=[CH:17][C:18]3[NH:24][CH2:23][CH2:22][C:21]([C:31]([NH:33][C:34]4[CH:39]=[CH:38][C:37]([CH:40]([OH:48])[C:41]5[CH:46]=[CH:45][CH:44]=[CH:43][N+:42]=5[O-:47])=[C:36]([O:49][CH2:50][C:51]([F:54])([F:52])[F:53])[CH:35]=4)=[O:32])=[CH:20][C:19]=3[CH:55]=2)=[CH:11][CH:10]=1)[CH2:2][CH2:3][CH3:4]. The catalyst class is: 8. (2) Reactant: [CH3:1][C:2]1[CH:7]=[CH:6][C:5]([C:8]2[O:12][N:11]=[CH:10][C:9]=2[C:13](Cl)=[O:14])=[CH:4][CH:3]=1.[C:16]1([CH:22]2[CH2:27][CH2:26][NH:25][CH2:24][CH2:23]2)[CH:21]=[CH:20][CH:19]=[CH:18][CH:17]=1. Product: [CH3:1][C:2]1[CH:7]=[CH:6][C:5]([C:8]2[O:12][N:11]=[CH:10][C:9]=2[C:13]([N:25]2[CH2:26][CH2:27][CH:22]([C:16]3[CH:21]=[CH:20][CH:19]=[CH:18][CH:17]=3)[CH2:23][CH2:24]2)=[O:14])=[CH:4][CH:3]=1. The catalyst class is: 4. (3) Reactant: [Cl:1][C:2]1[N:7]=[C:6]([C:8]([O:10][CH3:11])=[O:9])[CH:5]=[C:4](Cl)[N:3]=1.[NH:13]1[CH2:17][CH2:16][CH2:15][C@H:14]1[C:18]([NH2:20])=[O:19].CCN(C(C)C)C(C)C. Product: [C:18]([C@@H:14]1[CH2:15][CH2:16][CH2:17][N:13]1[C:4]1[N:3]=[C:2]([Cl:1])[N:7]=[C:6]([C:8]([O:10][CH3:11])=[O:9])[CH:5]=1)(=[O:19])[NH2:20]. The catalyst class is: 10. (4) Reactant: [Br:1][C:2]1[CH:7]=[C:6]([NH2:8])[C:5]([NH:9][CH3:10])=[CH:4][CH:3]=1.[CH3:11]N(C(ON1N=NC2C=CC=NC1=2)=[N+](C)C)C.F[P-](F)(F)(F)(F)F.C(N(CC)C(C)C)(C)C.[F:44][C:45]1([F:51])[CH2:47][CH:46]1C(O)=O. Product: [Br:1][C:2]1[CH:3]=[CH:4][C:5]2[N:9]=[C:10]([CH:46]3[CH2:47][C:45]3([F:51])[F:44])[N:8]([CH3:11])[C:6]=2[CH:7]=1. The catalyst class is: 3. (5) Reactant: [O:1](S(C(F)(F)F)(=O)=O)[S:2]([C:5]([F:8])([F:7])[F:6])(=[O:4])=[O:3].[Cl:16][C:17]1[CH:18]=[CH:19][C:20]([O:25][CH2:26][CH:27]([CH3:30])[CH2:28]O)=[C:21]([CH:24]=1)[CH:22]=[O:23].CCN(C(C)C)C(C)C. Product: [F:6][C:5]([F:8])([F:7])[S:2]([O:1][CH2:28][CH:27]([CH3:30])[CH2:26][O:25][C:20]1[CH:19]=[CH:18][C:17]([Cl:16])=[CH:24][C:21]=1[CH:22]=[O:23])(=[O:4])=[O:3]. The catalyst class is: 2.